This data is from Full USPTO retrosynthesis dataset with 1.9M reactions from patents (1976-2016). The task is: Predict the reactants needed to synthesize the given product. (1) Given the product [C:29]([O:47][C:5]([N:7]1[CH2:11][C@H:10]([C:12]2[CH:13]=[CH:14][CH:15]=[CH:16][CH:17]=2)[CH2:9][C@H:8]1[C:18]([N:39]1[CH2:40][CH2:41][CH2:42][C@H:38]1[C:36]#[N:37])=[O:20])=[O:6])([CH3:30])([CH3:24])[CH3:28], predict the reactants needed to synthesize it. The reactants are: C([C:5]([N:7]1[CH2:11][C@H:10]([C:12]2[CH:17]=[CH:16][CH:15]=[CH:14][CH:13]=2)[CH2:9][C@H:8]1[C:18]([OH:20])=O)=[O:6])(C)(C)C.N1C2C=C[CH:28]=[C:29]([CH2:30]S([O-])(=O)=O)[C:24]=2N=N1.Cl.[C:36]([CH:38]1[CH2:42][CH2:41][CH2:40][NH:39]1)#[N:37].CN(C=[O:47])C. (2) Given the product [CH3:13][O:14][C:15]1[CH:16]=[CH:17][C:18]([C:21]2[CH:26]=[CH:25][C:24]([CH3:27])=[CH:23][C:22]=2[NH:28][C:2]2[C:3]3[C:8](=[N:7][C:6]([CH3:12])=[CH:5][CH:4]=3)[N:9]=[CH:10][CH:11]=2)=[CH:19][CH:20]=1, predict the reactants needed to synthesize it. The reactants are: Cl[C:2]1[CH:11]=[CH:10][N:9]=[C:8]2[C:3]=1[CH:4]=[CH:5][C:6]([CH3:12])=[N:7]2.[CH3:13][O:14][C:15]1[CH:20]=[CH:19][C:18]([C:21]2[CH:26]=[CH:25][C:24]([CH3:27])=[CH:23][C:22]=2[NH2:28])=[CH:17][CH:16]=1.